This data is from Reaction yield outcomes from USPTO patents with 853,638 reactions. The task is: Predict the reaction yield, written as a fraction of the theoretical maximum amount of product (1.0 means a 100% yield; for example, 0.34 means a 34% yield). (1) The product is [CH2:13]([N:9]1[CH2:10][CH2:11][N:6]2[N:5]=[C:4]([N+:1]([O-:3])=[O:2])[CH:12]=[C:7]2[CH2:8]1)[CH3:14]. The yield is 0.810. The catalyst is [Cl-].[Cl-].[Zn+2].CO. The reactants are [N+:1]([C:4]1[CH:12]=[C:7]2[CH2:8][NH:9][CH2:10][CH2:11][N:6]2[N:5]=1)([O-:3])=[O:2].[CH:13](=O)[CH3:14].[BH3-]C#N.[Na+]. (2) The reactants are ClC1C=C(Cl)C=C(Cl)C=1[O:10][C:11](=O)[CH2:12][C:13](OC1C(Cl)=CC(Cl)=CC=1Cl)=[O:14].[NH2:26]/[C:27](/[CH3:34])=[CH:28]\[C:29]([O:31][CH2:32][CH3:33])=[O:30]. The catalyst is BrC1C=CC=CC=1.CCOC(C)=O. The product is [CH2:32]([O:31][C:29](=[O:30])[C:28]1[C:11]([OH:10])=[CH:12][C:13]([OH:14])=[N:26][C:27]=1[CH3:34])[CH3:33]. The yield is 0.860. (3) The reactants are [CH3:1][O:2][C:3]1[CH:8]=[C:7]([CH3:9])[C:6]([NH:10][C:11](=[O:17])[O:12][C:13]([CH3:16])([CH3:15])[CH3:14])=[C:5]([CH3:18])[C:4]=1[CH3:19].C([O-])(=O)C.[Na+].[Br:25]Br.O. The catalyst is C(O)(=O)C. The product is [Br:25][C:8]1[C:7]([CH3:9])=[C:6]([NH:10][C:11](=[O:17])[O:12][C:13]([CH3:14])([CH3:15])[CH3:16])[C:5]([CH3:18])=[C:4]([CH3:19])[C:3]=1[O:2][CH3:1]. The yield is 0.910. (4) The yield is 0.800. The reactants are [OH:1][CH:2]([C:25]1[CH:30]=[CH:29][N:28]=[CH:27][CH:26]=1)[CH:3]([C:7]1[CH:12]=[CH:11][C:10]([O:13][CH2:14][C:15]2[CH:24]=[CH:23][C:22]3[C:17](=[CH:18][CH:19]=[CH:20][CH:21]=3)[N:16]=2)=[CH:9][CH:8]=1)[C:4]([O-:6])=[O:5].[CH3:31]C(OI1(OC(C)=O)(OC(C)=O)OC(=O)C2C=CC=CC1=2)=O. The catalyst is C(Cl)Cl. The product is [O:1]=[C:2]([C:25]1[CH:30]=[CH:29][N:28]=[CH:27][CH:26]=1)[CH:3]([C:7]1[CH:8]=[CH:9][C:10]([O:13][CH2:14][C:15]2[CH:24]=[CH:23][C:22]3[C:17](=[CH:18][CH:19]=[CH:20][CH:21]=3)[N:16]=2)=[CH:11][CH:12]=1)[C:4]([O:6][CH3:31])=[O:5]. (5) The reactants are [O:1]1[C:5]2[CH:6]=[CH:7][CH:8]=[CH:9][C:4]=2[CH:3]=[C:2]1[C:10]1[N:19]=[C:18](Cl)[C:17]2[C:12](=[CH:13][CH:14]=[CH:15][CH:16]=2)[N:11]=1.[OH:21][CH2:22][CH2:23][N:24]([CH2:29][CH2:30][OH:31])[CH2:25][CH2:26][CH2:27][NH2:28]. The catalyst is O1CCOCC1. The product is [O:1]1[C:5]2[CH:6]=[CH:7][CH:8]=[CH:9][C:4]=2[CH:3]=[C:2]1[C:10]1[N:19]=[C:18]([NH:28][CH2:27][CH2:26][CH2:25][N:24]([CH2:29][CH2:30][OH:31])[CH2:23][CH2:22][OH:21])[C:17]2[C:12](=[CH:13][CH:14]=[CH:15][CH:16]=2)[N:11]=1. The yield is 0.920. (6) The reactants are S(Cl)([Cl:3])=O.Cl.[NH2:6][CH2:7][C@H:8]([NH:12][C:13]([O:15][CH2:16][C:17]1[CH:22]=[CH:21][CH:20]=[CH:19][CH:18]=1)=[O:14])[C:9]([OH:11])=[O:10].[CH:23](OC(C)C)(C)C. The catalyst is CO. The product is [ClH:3].[NH2:6][CH2:7][C@H:8]([NH:12][C:13]([O:15][CH2:16][C:17]1[CH:22]=[CH:21][CH:20]=[CH:19][CH:18]=1)=[O:14])[C:9]([O:11][CH3:23])=[O:10]. The yield is 0.980.